Task: Predict which catalyst facilitates the given reaction.. Dataset: Catalyst prediction with 721,799 reactions and 888 catalyst types from USPTO Reactant: [OH-].[Na+].Cl.[C:4]12([C:11]([C:13]3[CH:18]=[CH:17][CH:16]=[CH:15][CH:14]=3)=[O:12])[NH:10][CH:7]([CH2:8][CH2:9]1)[CH2:6][CH2:5]2.S(OC)(O[CH3:23])(=O)=O. Product: [CH3:23][N:10]1[CH:7]2[CH2:8][CH2:9][C:4]1([C:11]([C:13]1[CH:14]=[CH:15][CH:16]=[CH:17][CH:18]=1)=[O:12])[CH2:5][CH2:6]2. The catalyst class is: 12.